This data is from Full USPTO retrosynthesis dataset with 1.9M reactions from patents (1976-2016). The task is: Predict the reactants needed to synthesize the given product. (1) Given the product [Br:1][C:2]1[CH:7]=[CH:6][C:5]([F:8])=[CH:4][C:3]=1[N+:9]([O-:11])=[O:10], predict the reactants needed to synthesize it. The reactants are: [Br:1][C:2]1[CH:7]=[CH:6][C:5]([F:8])=[CH:4][CH:3]=1.[N+:9]([O-])([O-:11])=[O:10].[K+]. (2) Given the product [Br:17][C:15]1[N:16]=[C:11]2[C:10]([CH3:19])=[N:9][N:8]([CH:1]([CH2:2][CH3:7])[CH2:20][CH3:21])[C:12]2=[N:13][C:14]=1[CH3:18], predict the reactants needed to synthesize it. The reactants are: [CH2:1]([N:8]1[C:12]2=[N:13][C:14]([CH3:18])=[C:15]([Br:17])[N:16]=[C:11]2[C:10]([CH3:19])=[N:9]1)[C:2]1[CH:7]=CC=CC=1.[CH2:20](C(N1C2=NC(C)=CN=C2C(C)=N1)CC)[CH3:21]. (3) Given the product [CH3:10][CH:9]1[CH:11]2[CH2:20][CH2:21][CH:22]([CH3:23])[C:5]2=[CH:4][CH:3]([C:6]([CH3:7])=[CH2:17])[CH2:2][CH2:1]1, predict the reactants needed to synthesize it. The reactants are: [CH3:1][CH2:2][CH2:3][CH2:4][CH3:5].[CH2:6](O)[CH3:7].[CH:9](O)([CH3:11])[CH3:10].CS(C)=O.[CH2:17](O)C.[CH3:20][CH2:21][CH2:22][CH2:23]CC. (4) Given the product [N:10]1([C:2]2[CH2:7][CH2:6][CH2:5][C:4](=[O:8])[CH:3]=2)[CH:14]=[N:13][CH:12]=[N:11]1, predict the reactants needed to synthesize it. The reactants are: Cl[C:2]1[CH2:7][CH2:6][CH2:5][C:4](=[O:8])[CH:3]=1.[Na].[NH:10]1[CH:14]=[N:13][CH:12]=[N:11]1.CN(C=O)C. (5) Given the product [F:19][C:20]1[CH:21]=[C:22]([C:10]([C:6]23[CH2:9][C:3]([O:2][CH3:1])([CH2:4][CH2:5]2)[CH2:8][CH2:7]3)=[O:12])[CH:23]=[C:24]([F:26])[CH:25]=1, predict the reactants needed to synthesize it. The reactants are: [CH3:1][O:2][C:3]12[CH2:9][C:6]([C:10]([OH:12])=O)([CH2:7][CH2:8]1)[CH2:5][CH2:4]2.C(Cl)(=O)C(Cl)=O.[F:19][C:20]1[CH:21]=[C:22]([Mg]Br)[CH:23]=[C:24]([F:26])[CH:25]=1.Cl. (6) Given the product [NH2:7][C@H:8]([CH2:9][C:10]1[CH:19]=[CH:18][C:17]2[C:12](=[CH:13][CH:14]=[CH:15][CH:16]=2)[CH:11]=1)[C:20]([N:21]([CH3:40])[C@@H:22]([C:34]1[O:38][N:37]=[C:36]([CH3:39])[N:35]=1)[CH2:23][C:24]1[CH:33]=[CH:32][C:31]2[C:26](=[CH:27][CH:28]=[CH:29][CH:30]=2)[CH:25]=1)=[O:41], predict the reactants needed to synthesize it. The reactants are: C(OC(=O)[NH:7][C@@H:8]([C:20](=[O:41])[N:21]([CH3:40])[C@@H:22]([C:34]1[O:38][N:37]=[C:36]([CH3:39])[N:35]=1)[CH2:23][C:24]1[CH:33]=[CH:32][C:31]2[C:26](=[CH:27][CH:28]=[CH:29][CH:30]=2)[CH:25]=1)[CH2:9][C:10]1[CH:19]=[CH:18][C:17]2[C:12](=[CH:13][CH:14]=[CH:15][CH:16]=2)[CH:11]=1)(C)(C)C. (7) Given the product [CH2:7]([O:8][C:17]([N:45]1[CH:44]([C:46]([OH:48])=[O:47])[CH2:43][S:42][C@@H:41]1[CH2:40][CH:37]1[CH2:38][CH2:39][O:34][CH2:35][CH2:36]1)=[O:16])[C:1]1[CH:6]=[CH:5][CH:4]=[CH:3][CH:2]=1, predict the reactants needed to synthesize it. The reactants are: [C:1]1([CH2:7][OH:8])[CH:6]=[CH:5][CH:4]=[CH:3][CH:2]=1.C(N(CC)CC)C.[O:16]=[C:17]1CCC(=O)N1OC(=O)ON1C(=O)CCC1=O.[O:34]1[CH2:39][CH2:38][CH:37]([CH2:40][C@@H:41]2[NH:45][CH:44]([C:46]([OH:48])=[O:47])[CH2:43][S:42]2)[CH2:36][CH2:35]1. (8) Given the product [CH3:26][CH:25]([CH3:27])[C:24]([NH:1][C:2]1[CH:7]=[CH:6][CH:5]=[C:4]([C:8]2[N:13]3[N:14]=[CH:15][C:16]([C:17]([C:19]4[S:20][CH:21]=[CH:22][CH:23]=4)=[O:18])=[C:12]3[N:11]=[CH:10][CH:9]=2)[CH:3]=1)=[O:28], predict the reactants needed to synthesize it. The reactants are: [NH2:1][C:2]1[CH:3]=[C:4]([C:8]2[N:13]3[N:14]=[CH:15][C:16]([C:17]([C:19]4[S:20][CH:21]=[CH:22][CH:23]=4)=[O:18])=[C:12]3[N:11]=[CH:10][CH:9]=2)[CH:5]=[CH:6][CH:7]=1.[C:24](Cl)(=[O:28])[CH:25]([CH3:27])[CH3:26].